Dataset: Reaction yield outcomes from USPTO patents with 853,638 reactions. Task: Predict the reaction yield, written as a fraction of the theoretical maximum amount of product (1.0 means a 100% yield; for example, 0.34 means a 34% yield). (1) The reactants are [CH3:1][O:2][C:3]1[C:8]([O:9][CH3:10])=[C:7]([O:11][CH3:12])[CH:6]=[C:5]([CH3:13])[C:4]=1[CH:14]([C:16]1[C:17]([O:24][CH3:25])=[N:18][CH:19]=[C:20]([Br:23])[C:21]=1[Cl:22])[OH:15]. The catalyst is C1(C)C=CC=CC=1.[O-2].[O-2].[Mn+4]. The product is [CH3:1][O:2][C:3]1[C:8]([O:9][CH3:10])=[C:7]([O:11][CH3:12])[CH:6]=[C:5]([CH3:13])[C:4]=1[C:14]([C:16]1[C:17]([O:24][CH3:25])=[N:18][CH:19]=[C:20]([Br:23])[C:21]=1[Cl:22])=[O:15]. The yield is 0.870. (2) The reactants are C(OC([N:8]1[CH2:13][CH2:12][CH:11]([N:14]2[C:18]3[CH:19]=[CH:20][C:21]([CH3:23])=[CH:22][C:17]=3[N:16]=[C:15]2[CH:24]2[CH2:26][CH2:25]2)[CH:10]([O:27][CH3:28])[CH2:9]1)=O)(C)(C)C.[ClH:29].O1CCOCC1. No catalyst specified. The product is [ClH:29].[CH:24]1([C:15]2[N:14]([CH:11]3[CH2:12][CH2:13][NH:8][CH2:9][CH:10]3[O:27][CH3:28])[C:18]3[CH:19]=[CH:20][C:21]([CH3:23])=[CH:22][C:17]=3[N:16]=2)[CH2:25][CH2:26]1. The yield is 1.00. (3) The reactants are [CH:1]([NH:4]C(C)C)(C)C.C([Li])CCC.[F:13][C:14]1[CH:19]=[C:18](I)[CH:17]=[CH:16][C:15]=1[CH2:21][C:22]([O:24][CH3:25])=[O:23].[CH3:56][O:55][C:52]1[CH:51]=[CH:50][C:49]([N:48]2[C:44]([C:42](O[C:42]([C:44]3[N:48]([C:49]4[CH:54]=[CH:53][C:52]([O:55][CH3:56])=[CH:51][CH:50]=4)[N:47]=[C:46]([C:57]([F:60])([F:59])[F:58])[CH:45]=3)=[O:43])=[O:43])=[CH:45][C:46]([C:57]([F:60])([F:59])[F:58])=[N:47]2)=[CH:54][CH:53]=1.Cl.[O:66]1[CH2:70][CH2:69][CH2:68][CH2:67]1. The catalyst is CN(C)P(N(C)C)(N(C)C)=O. The product is [F:13][C:14]1[CH:19]=[C:18]([N:4]2[CH:1]=[CH:70][CH:69]=[CH:68][C:67]2=[O:66])[CH:17]=[CH:16][C:15]=1[CH:21]([C:42]([C:44]1[N:48]([C:49]2[CH:50]=[CH:51][C:52]([O:55][CH3:56])=[CH:53][CH:54]=2)[N:47]=[C:46]([C:57]([F:58])([F:60])[F:59])[CH:45]=1)=[O:43])[C:22]([O:24][CH3:25])=[O:23]. The yield is 0.490. (4) The reactants are [CH:1]1([CH2:4][CH2:5][N:6]2[C:14]3[C:9](=[CH:10][CH:11]=[CH:12][CH:13]=3)[C:8]([C:17]3[C:25]([OH:26])=[CH:24][C:20]4[O:21][CH2:22][O:23][C:19]=4[CH:18]=3)([CH2:15]O)[C:7]2=[O:27])[CH2:3][CH2:2]1.C1(P(C2C=CC=CC=2)C2C=CC=CC=2)C=CC=CC=1.N(C(OCC)=O)=NC(OCC)=O. The catalyst is C1COCC1. The product is [CH:1]1([CH2:4][CH2:5][N:6]2[C:14]3[C:9](=[CH:10][CH:11]=[CH:12][CH:13]=3)[C:8]3([C:17]4=[CH:18][C:19]5[O:23][CH2:22][O:21][C:20]=5[CH:24]=[C:25]4[O:26][CH2:15]3)[C:7]2=[O:27])[CH2:3][CH2:2]1. The yield is 0.720. (5) The reactants are [CH3:1][O:2][C:3]1[CH:4]=[C:5]2[C:10](=[CH:11][C:12]=1[O:13][CH3:14])[N:9]=[CH:8][N:7]=[C:6]2[O:15][C:16]1[CH:22]=[CH:21][C:19]([NH2:20])=[C:18]([CH3:23])[C:17]=1[CH3:24].Cl[C:26](Cl)([O:28][C:29](=[O:35])OC(Cl)(Cl)Cl)Cl.[CH:37]1(O)[CH2:42][CH2:41]C[CH2:39][CH2:38]1.C(=O)(O)[O-].[Na+]. The catalyst is C(Cl)Cl.C(N(CC)CC)C.C1(C)C=CC=CC=1. The product is [CH3:1][O:2][C:3]1[CH:4]=[C:5]2[C:10](=[CH:11][C:12]=1[O:13][CH3:14])[N:9]=[CH:8][N:7]=[C:6]2[O:15][C:16]1[CH:22]=[CH:21][C:19]([NH:20][C:29](=[O:35])[O:28][CH:26]2[CH2:41][CH2:42][CH2:37][CH2:38][CH2:39]2)=[C:18]([CH3:23])[C:17]=1[CH3:24]. The yield is 0.640. (6) The reactants are C([O:8][C@@H:9]1[C@@H:14]([O:15]CC2C=CC=CC=2)[C@H:13]([O:23][C:24](=[O:38])[CH2:25][CH2:26][NH:27]C(OCC2C=CC=CC=2)=O)[C@@H:12]([CH2:39][S:40]([OH:43])(=[O:42])=[O:41])[O:11][C@@H:10]1[O:44][CH2:45][CH:46]([OH:68])[CH2:47][O:48][C:49](=[O:67])[CH2:50][CH2:51][CH2:52][CH2:53][CH2:54][CH2:55][CH2:56][CH2:57][CH2:58][CH2:59][CH2:60][CH2:61][CH2:62][CH2:63][CH2:64][CH2:65][CH3:66])C1C=CC=CC=1. The catalyst is CO.C(O)(=O)C.[Pd]. The product is [NH2:27][CH2:26][CH2:25][C:24]([O:23][C@@H:13]1[C@@H:12]([CH2:39][S:40]([OH:43])(=[O:42])=[O:41])[O:11][C@H:10]([O:44][CH2:45][CH:46]([OH:68])[CH2:47][O:48][C:49](=[O:67])[CH2:50][CH2:51][CH2:52][CH2:53][CH2:54][CH2:55][CH2:56][CH2:57][CH2:58][CH2:59][CH2:60][CH2:61][CH2:62][CH2:63][CH2:64][CH2:65][CH3:66])[C@H:9]([OH:8])[C@H:14]1[OH:15])=[O:38]. The yield is 0.661. (7) The reactants are [CH3:1][N:2]1[C:6]([CH3:7])=[C:5]([C:8]([NH:10][C:11]2[N:16]=[CH:15][C:14]([O:17][C:18]3[CH:23]=[CH:22][N:21]=[C:20]([NH:24][C:25](=[O:33])OC4C=CC=CC=4)[CH:19]=3)=[CH:13][CH:12]=2)=[O:9])[C:4](=[O:34])[N:3]1[C:35]1[CH:40]=[CH:39][CH:38]=[CH:37][CH:36]=1.[CH3:41][N:42]1C(=O)C[CH2:44][CH2:43]1.CNCCO.[OH2:53]. The catalyst is CCOC(C)=O. The product is [OH:53][CH2:44][CH2:43][N:42]([CH3:41])[C:25](=[O:33])[NH:24][C:20]1[CH:19]=[C:18]([O:17][C:14]2[CH:13]=[CH:12][C:11]([NH:10][C:8]([C:5]3[C:4](=[O:34])[N:3]([C:35]4[CH:40]=[CH:39][CH:38]=[CH:37][CH:36]=4)[N:2]([CH3:1])[C:6]=3[CH3:7])=[O:9])=[N:16][CH:15]=2)[CH:23]=[CH:22][N:21]=1. The yield is 0.590.